From a dataset of Forward reaction prediction with 1.9M reactions from USPTO patents (1976-2016). Predict the product of the given reaction. (1) Given the reactants [CH2:1]([O:3][P:4]([CH2:9][CH2:10][CH2:11][NH:12][OH:13])(=[O:8])[O:5][CH2:6][CH3:7])[CH3:2].[C:14](OC(=O)C)(=[O:16])[CH3:15], predict the reaction product. The product is: [CH2:6]([O:5][P:4]([CH2:9][CH2:10][CH2:11][N:12]([OH:13])[C:14](=[O:16])[CH3:15])(=[O:8])[O:3][CH2:1][CH3:2])[CH3:7]. (2) Given the reactants [CH2:1]([N:8]1[CH2:13][CH2:12][N:11]([C:14]([O:16][C:17]([CH3:20])([CH3:19])[CH3:18])=[O:15])[C@H:10]([CH:21]=[O:22])[CH2:9]1)[C:2]1[CH:7]=[CH:6][CH:5]=[CH:4][CH:3]=1.[CH:23]1([Mg]Br)[CH2:25][CH2:24]1.[Cl-].[NH4+], predict the reaction product. The product is: [CH2:1]([N:8]1[CH2:13][CH2:12][N:11]([C:14]([O:16][C:17]([CH3:18])([CH3:19])[CH3:20])=[O:15])[C@H:10]([CH:21]([CH:23]2[CH2:25][CH2:24]2)[OH:22])[CH2:9]1)[C:2]1[CH:7]=[CH:6][CH:5]=[CH:4][CH:3]=1. (3) Given the reactants [Br-].[CH2:2]([N+:9]1[CH:14]=[CH:13][C:12]([C:15]2[C:24]3[C:19](=[CH:20][CH:21]=[CH:22][CH:23]=3)[C:18](=[O:25])[NH:17][CH:16]=2)=[CH:11][CH:10]=1)[C:3]1[CH:8]=[CH:7][CH:6]=[CH:5][CH:4]=1.[BH4-].[Na+], predict the reaction product. The product is: [CH2:2]([N:9]1[CH2:10][CH:11]=[C:12]([C:15]2[C:24]3[C:19](=[CH:20][CH:21]=[CH:22][CH:23]=3)[C:18](=[O:25])[NH:17][CH:16]=2)[CH2:13][CH2:14]1)[C:3]1[CH:8]=[CH:7][CH:6]=[CH:5][CH:4]=1. (4) Given the reactants [C:1]([O:5][CH:6]([C:11]1[C:12]([C:21]2[CH:22]=[C:23]3[C:28](=[CH:29][CH:30]=2)[O:27][CH2:26][CH2:25][CH2:24]3)=[C:13]2[CH:20]=[CH:19][NH:18][C:14]2=[N:15][C:16]=1[CH3:17])[C:7]([O:9]C)=[O:8])([CH3:4])([CH3:3])[CH3:2].Br[CH2:32][CH:33]1[CH2:36][CH2:35][CH2:34]1, predict the reaction product. The product is: [C:1]([O:5][CH:6]([C:11]1[C:12]([C:21]2[CH:22]=[C:23]3[C:28](=[CH:29][CH:30]=2)[O:27][CH2:26][CH2:25][CH2:24]3)=[C:13]2[CH:20]=[CH:19][N:18]([CH2:32][CH:33]3[CH2:36][CH2:35][CH2:34]3)[C:14]2=[N:15][C:16]=1[CH3:17])[C:7]([OH:9])=[O:8])([CH3:4])([CH3:2])[CH3:3]. (5) The product is: [OH:17][C:18]1([C:2]2[CH:7]=[CH:6][CH:5]=[CH:4][C:3]=2[C:8]([F:11])([F:10])[F:9])[CH2:22][CH2:21][CH2:20][N:19]1[C:23]([O:25][C:26]([CH3:29])([CH3:28])[CH3:27])=[O:24]. Given the reactants Br[C:2]1[CH:7]=[CH:6][CH:5]=[CH:4][C:3]=1[C:8]([F:11])([F:10])[F:9].[Li]CCCC.[O:17]=[C:18]1[CH2:22][CH2:21][CH2:20][N:19]1[C:23]([O:25][C:26]([CH3:29])([CH3:28])[CH3:27])=[O:24], predict the reaction product.